Dataset: Peptide-MHC class I binding affinity with 185,985 pairs from IEDB/IMGT. Task: Regression. Given a peptide amino acid sequence and an MHC pseudo amino acid sequence, predict their binding affinity value. This is MHC class I binding data. The peptide sequence is YDAPGWLIW. The MHC is HLA-B40:01 with pseudo-sequence HLA-B40:01. The binding affinity (normalized) is 0.213.